From a dataset of Catalyst prediction with 721,799 reactions and 888 catalyst types from USPTO. Predict which catalyst facilitates the given reaction. (1) Reactant: [F:1][C:2]([F:20])([F:19])[C:3]1[CH:4]=[C:5]([C:9]2[CH2:18][CH2:17][C:12]3(OCC[O:13]3)[CH2:11][CH:10]=2)[CH:6]=[CH:7][CH:8]=1.C(O)(C(F)(F)F)=O.CCOC(C)=O. Product: [F:1][C:2]([F:19])([F:20])[C:3]1[CH:4]=[C:5]([C:9]2[CH2:18][CH2:17][C:12](=[O:13])[CH2:11][CH:10]=2)[CH:6]=[CH:7][CH:8]=1. The catalyst class is: 2. (2) Reactant: [F:1][C:2]1[CH:7]=[CH:6][C:5]([CH2:8][CH2:9][N:10]2[CH2:15][CH2:14][CH:13]([CH2:16][CH3:17])[CH:12]([CH2:18][NH2:19])[CH2:11]2)=[CH:4][CH:3]=1.C1([O:26][C:27](=O)[NH:28][C:29]2[CH:34]=[C:33]([C:35]3[N:39]([CH3:40])[N:38]=[N:37][N:36]=3)[CH:32]=[C:31]([CH2:41][CH3:42])[CH:30]=2)C=CC=CC=1.C(N(CC)CC)C. Product: [CH2:41]([C:31]1[CH:30]=[C:29]([NH:28][C:27]([NH:19][CH2:18][CH:12]2[CH:13]([CH2:16][CH3:17])[CH2:14][CH2:15][N:10]([CH2:9][CH2:8][C:5]3[CH:6]=[CH:7][C:2]([F:1])=[CH:3][CH:4]=3)[CH2:11]2)=[O:26])[CH:34]=[C:33]([C:35]2[N:39]([CH3:40])[N:38]=[N:37][N:36]=2)[CH:32]=1)[CH3:42]. The catalyst class is: 9. (3) Reactant: [C:1]([C:3]1[CH:4]=[C:5]([CH:25]=[CH:26][C:27]=1[O:28][C:29]1[CH:34]=[CH:33][C:32]([C:35]#[N:36])=[C:31]([F:37])[CH:30]=1)[CH2:6][O:7][C:8]1[CH:9]=[C:10]2[N:17](C(OC(C)(C)C)=O)[CH2:16][CH2:15][N:11]2[C:12](=[O:14])[N:13]=1)#[N:2]. Product: [C:1]([C:3]1[CH:4]=[C:5]([CH2:6][O:7][C:8]2[CH:9]=[C:10]3[NH:17][CH2:16][CH2:15][N:11]3[C:12](=[O:14])[N:13]=2)[CH:25]=[CH:26][C:27]=1[O:28][C:29]1[CH:34]=[CH:33][C:32]([C:35]#[N:36])=[C:31]([F:37])[CH:30]=1)#[N:2]. The catalyst class is: 157. (4) Reactant: CN([CH:4]=[O:5])C.[N:6]1[CH:11]=[CH:10][CH:9]=[C:8]([NH:12][C:13]2[C:14]([NH2:19])=[CH:15][CH:16]=[CH:17][CH:18]=2)[CH:7]=1. Product: [N:6]1[CH:11]=[CH:10][CH:9]=[C:8]([N:12]2[C:13]3[CH:18]=[CH:17][CH:16]=[CH:15][C:14]=3[NH:19][C:4]2=[O:5])[CH:7]=1. The catalyst class is: 6. (5) Reactant: [H-].[Na+].[Cl:3][C:4]1[CH:9]=[C:8]([OH:10])[CH:7]=[CH:6][N:5]=1.[Cl:11][C:12]1[C:13](F)=[CH:14][C:15]([F:21])=[C:16]([N+:18]([O-:20])=[O:19])[CH:17]=1. Product: [Cl:3][C:4]1[CH:9]=[C:8]([O:10][C:13]2[CH:14]=[C:15]([F:21])[C:16]([N+:18]([O-:20])=[O:19])=[CH:17][C:12]=2[Cl:11])[CH:7]=[CH:6][N:5]=1. The catalyst class is: 31. (6) Reactant: [Br:1][C:2]1[CH:7]=[CH:6][C:5]([N+:8]([O-:10])=[O:9])=[C:4](F)[CH:3]=1.C(N(CC)C(C)C)(C)C.[NH2:21][CH2:22][CH2:23][CH2:24][OH:25]. Product: [Br:1][C:2]1[CH:7]=[CH:6][C:5]([N+:8]([O-:10])=[O:9])=[C:4]([NH:21][CH2:22][CH2:23][CH2:24][OH:25])[CH:3]=1. The catalyst class is: 10. (7) Reactant: N[C:2]1[S:3][C:4]2[CH:10]=[C:9]([N+:11]([O-:13])=[O:12])[CH:8]=[CH:7][C:5]=2[N:6]=1.P(=O)(O)(O)O.N([O-])=O.[Na+].[BrH:23]. Product: [Br:23][C:2]1[S:3][C:4]2[CH:10]=[C:9]([N+:11]([O-:13])=[O:12])[CH:8]=[CH:7][C:5]=2[N:6]=1. The catalyst class is: 6. (8) Reactant: [F:1][C:2]1[C:11]([F:12])=[C:10]2[C:5]([CH:6]=[CH:7][CH2:8][O:9]2)=[CH:4][CH:3]=1.FC1C=CC=C(OCC#C)C=1F. Product: [F:1][C:2]1[C:11]([F:12])=[C:10]2[C:5]([CH2:6][CH2:7][CH2:8][O:9]2)=[CH:4][CH:3]=1. The catalyst class is: 123.